Dataset: Full USPTO retrosynthesis dataset with 1.9M reactions from patents (1976-2016). Task: Predict the reactants needed to synthesize the given product. (1) Given the product [C:1]([NH:31][C:32]1[CH:45]=[CH:44][C:35]([C:36]([NH:38][C:39]2[S:40][CH:41]=[CH:42][N:43]=2)=[O:37])=[CH:34][CH:33]=1)(=[O:5])[CH2:2][CH2:3][CH3:4], predict the reactants needed to synthesize it. The reactants are: [C:1](O)(=[O:5])[CH2:2][CH2:3][CH3:4].F[P-](F)(F)(F)(F)F.N1(OC(N(C)C)=[N+](C)C)C2N=CC=CC=2N=N1.[NH2:31][C:32]1[CH:45]=[CH:44][C:35]([C:36]([NH:38][C:39]2[S:40][CH:41]=[CH:42][N:43]=2)=[O:37])=[CH:34][CH:33]=1. (2) Given the product [CH3:16][O:17][CH2:18][CH2:19][CH2:20][O:14][C:13](=[O:15])[C:12]1[C:7]([S:4]([CH2:1][CH2:2][CH3:3])(=[O:5])=[O:6])=[CH:8][CH:9]=[N:10][CH:11]=1, predict the reactants needed to synthesize it. The reactants are: [CH2:1]([S:4]([C:7]1[C:12]([C:13]([OH:15])=[O:14])=[CH:11][N:10]=[CH:9][CH:8]=1)(=[O:6])=[O:5])[CH2:2][CH3:3].[CH3:16][O:17][CH2:18][CH2:19][CH2:20]Br. (3) The reactants are: [Cl:1][C:2]1[N:10]=[C:9]2[C:5]([NH:6][CH:7]=[N:8]2)=[C:4](Cl)[N:3]=1.[Cl:12][C:13]1[CH:19]=[CH:18][C:16]([NH2:17])=[CH:15][CH:14]=1. Given the product [Cl:1][C:2]1[N:10]=[C:9]2[C:5]([N:6]=[CH:7][NH:8]2)=[C:4]([NH:17][C:16]2[CH:18]=[CH:19][C:13]([Cl:12])=[CH:14][CH:15]=2)[N:3]=1, predict the reactants needed to synthesize it.